Dataset: Reaction yield outcomes from USPTO patents with 853,638 reactions. Task: Predict the reaction yield, written as a fraction of the theoretical maximum amount of product (1.0 means a 100% yield; for example, 0.34 means a 34% yield). (1) The reactants are [N:1]([CH2:4][CH2:5][CH2:6][CH2:7][OH:8])=[N+:2]=[N-:3].C(N(CC)CC)C.[CH3:16][S:17](Cl)(=[O:19])=[O:18]. The catalyst is C(Cl)Cl.C(O)(=O)CC(CC(O)=O)(C(O)=O)O. The product is [CH3:16][S:17]([O:8][CH2:7][CH2:6][CH2:5][CH2:4][N:1]=[N+:2]=[N-:3])(=[O:19])=[O:18]. The yield is 0.600. (2) The reactants are Cl[C:2]1[N:10]=[C:9]2[C:5]([N:6]=[C:7]([CH2:12][N:13]3[CH2:16][CH:15]([CH:17]4[CH2:22][CH2:21][O:20][CH2:19][CH2:18]4)[CH2:14]3)[N:8]2[CH3:11])=[C:4]([N:23]2[CH2:28][CH2:27][O:26][CH2:25][CH2:24]2)[N:3]=1.[CH3:29][C:30]1[NH:31][C:32]2[CH:38]=[CH:37][CH:36]=[CH:35][C:33]=2[N:34]=1.CC(C1C=C(C(C)C)C(C2C=CC=CC=2P(C2CCCCC2)C2CCCCC2)=C(C(C)C)C=1)C.C([O-])([O-])=O.[Cs+].[Cs+]. The catalyst is O1CCOCC1.C1C=CC(/C=C/C(/C=C/C2C=CC=CC=2)=O)=CC=1.C1C=CC(/C=C/C(/C=C/C2C=CC=CC=2)=O)=CC=1.C1C=CC(/C=C/C(/C=C/C2C=CC=CC=2)=O)=CC=1.[Pd].[Pd]. The product is [CH3:11][N:8]1[C:7]([CH2:12][N:13]2[CH2:14][CH:15]([CH:17]3[CH2:18][CH2:19][O:20][CH2:21][CH2:22]3)[CH2:16]2)=[N:6][C:5]2[C:9]1=[N:10][C:2]([N:31]1[C:32]3[CH:38]=[CH:37][CH:36]=[CH:35][C:33]=3[N:34]=[C:30]1[CH3:29])=[N:3][C:4]=2[N:23]1[CH2:24][CH2:25][O:26][CH2:27][CH2:28]1. The yield is 0.750. (3) The reactants are [N+:1]([C:4]1[CH:5]=[C:6]([OH:10])[CH:7]=[CH:8][CH:9]=1)([O-:3])=[O:2].Cl[CH2:12][C:13]1[O:14][CH:15]=[CH:16][CH:17]=1.C(=O)([O-])[O-].[K+].[K+]. The catalyst is CN(C=O)C. The product is [N+:1]([C:4]1[CH:5]=[C:6]([CH:7]=[CH:8][CH:9]=1)[O:10][CH2:12][C:13]1[O:14][CH:15]=[CH:16][CH:17]=1)([O-:3])=[O:2]. The yield is 0.910. (4) The reactants are [CH3:1][O:2][C:3]1[CH:4]=[C:5]2[C:9](=[CH:10][CH:11]=1)[NH:8][C:7]([C:12]([NH2:14])=O)=[CH:6]2.O=P(Cl)(Cl)Cl. The catalyst is C(Cl)Cl. The product is [CH3:1][O:2][C:3]1[CH:4]=[C:5]2[C:9](=[CH:10][CH:11]=1)[NH:8][C:7]([C:12]#[N:14])=[CH:6]2. The yield is 0.810. (5) The reactants are CCN(CC)CC.N1C=CC=CC=1.[CH2:14]([O:16][C:17]([C:19]1[NH:38][C:22]2=[CH:23][N:24]=[C:25]([O:27][C:28]3[CH:33]=[CH:32][CH:31]=[C:30]([C:34]([F:37])([F:36])[F:35])[CH:29]=3)[CH:26]=[C:21]2[CH:20]=1)=[O:18])[CH3:15].[CH:39]([O:42][C:43]1[CH:48]=[CH:47][C:46](B(O)O)=[CH:45][CH:44]=1)([CH3:41])[CH3:40]. The catalyst is CC([O-])=O.CC([O-])=O.[Cu+2].C(Cl)Cl. The product is [CH2:14]([O:16][C:17]([C:19]1[N:38]([C:46]2[CH:47]=[CH:48][C:43]([O:42][CH:39]([CH3:41])[CH3:40])=[CH:44][CH:45]=2)[C:22]2=[CH:23][N:24]=[C:25]([O:27][C:28]3[CH:33]=[CH:32][CH:31]=[C:30]([C:34]([F:37])([F:35])[F:36])[CH:29]=3)[CH:26]=[C:21]2[CH:20]=1)=[O:18])[CH3:15]. The yield is 0.650. (6) The reactants are [F:1][C:2]1[CH:3]=[C:4]([CH:6]=[C:7]([O:9][CH3:10])[CH:8]=1)[NH2:5].Br.Br[CH:13]([C:15]1[CH:16]=[C:17]([C:32]([N:34]([CH3:36])[CH3:35])=[O:33])[CH:18]=[C:19]2[C:24]=1[O:23][C:22]([N:25]1[CH2:30][CH2:29][O:28][CH2:27][CH2:26]1)=[CH:21][C:20]2=[O:31])[CH3:14]. No catalyst specified. The product is [F:1][C:2]1[CH:3]=[C:4]([NH:5][CH:13]([C:15]2[CH:16]=[C:17]([C:32]([N:34]([CH3:36])[CH3:35])=[O:33])[CH:18]=[C:19]3[C:24]=2[O:23][C:22]([N:25]2[CH2:30][CH2:29][O:28][CH2:27][CH2:26]2)=[CH:21][C:20]3=[O:31])[CH3:14])[CH:6]=[C:7]([O:9][CH3:10])[CH:8]=1. The yield is 0.630. (7) The reactants are [CH:1](NC(C)C)(C)C.[Cl:8][C:9]1[CH:16]=[C:15]([N:17]2[C:21](=[O:22])[CH2:20][C@H:19]([OH:23])[C@@H:18]2[CH2:24][CH3:25])[CH:14]=[CH:13][C:10]=1[C:11]#[N:12].IC.C(O)(=O)C. The catalyst is O1CCCC1.O. The product is [Cl:8][C:9]1[CH:16]=[C:15]([N:17]2[C:21](=[O:22])[C@@H:20]([CH3:1])[C@H:19]([OH:23])[C@@H:18]2[CH2:24][CH3:25])[CH:14]=[CH:13][C:10]=1[C:11]#[N:12]. The yield is 0.130.